From a dataset of Peptide-MHC class I binding affinity with 185,985 pairs from IEDB/IMGT. Regression. Given a peptide amino acid sequence and an MHC pseudo amino acid sequence, predict their binding affinity value. This is MHC class I binding data. The peptide sequence is RAAVEDEEF. The MHC is HLA-B58:01 with pseudo-sequence HLA-B58:01. The binding affinity (normalized) is 0.375.